From a dataset of Full USPTO retrosynthesis dataset with 1.9M reactions from patents (1976-2016). Predict the reactants needed to synthesize the given product. (1) Given the product [F:25][C:16]1[CH:15]=[C:14]([CH:19]=[CH:18][C:17]=1[NH:20][S:21]([CH3:24])(=[O:23])=[O:22])[CH2:13][NH:12][C:10](=[O:11])[CH:9]=[CH:8][C:7]1[C:2]([N:35]2[CH2:39][CH2:38][CH:37]([OH:40])[CH2:36]2)=[N:3][C:4]([C:26]([F:29])([F:28])[F:27])=[CH:5][CH:6]=1, predict the reactants needed to synthesize it. The reactants are: Cl[C:2]1[C:7]([CH:8]=[CH:9][C:10]([NH:12][CH2:13][C:14]2[CH:19]=[CH:18][C:17]([NH:20][S:21]([CH3:24])(=[O:23])=[O:22])=[C:16]([F:25])[CH:15]=2)=[O:11])=[CH:6][CH:5]=[C:4]([C:26]([F:29])([F:28])[F:27])[N:3]=1.CN(C=O)C.[NH:35]1[CH2:39][CH2:38][CH:37]([OH:40])[CH2:36]1. (2) Given the product [CH3:1][O:2][C:3]([C:5]1[CH:6]=[C:7]([Cl:24])[CH:8]=[C:9]2[C:14]=1[NH:13][CH:12]([C:15]1[CH:16]=[C:17]([C:32]3[CH:33]=[CH:34][C:29]([C:25]([CH3:28])([CH3:27])[CH3:26])=[CH:30][CH:31]=3)[CH:18]=[CH:19][CH:20]=1)[C:11]([CH3:23])([CH3:22])[CH2:10]2)=[O:4], predict the reactants needed to synthesize it. The reactants are: [CH3:1][O:2][C:3]([C:5]1[CH:6]=[C:7]([Cl:24])[CH:8]=[C:9]2[C:14]=1[NH:13][CH:12]([C:15]1[CH:20]=[CH:19][CH:18]=[C:17](Br)[CH:16]=1)[C:11]([CH3:23])([CH3:22])[CH2:10]2)=[O:4].[C:25]([C:29]1[CH:34]=[CH:33][C:32](B(O)O)=[CH:31][CH:30]=1)([CH3:28])([CH3:27])[CH3:26].C(=O)([O-])[O-].[Na+].[Na+].